Dataset: Choline transporter screen with 302,306 compounds. Task: Binary Classification. Given a drug SMILES string, predict its activity (active/inactive) in a high-throughput screening assay against a specified biological target. (1) The drug is Clc1c(c2NC(=O)C3(NC(C4C3C(=O)N(C4=O)c3ccc(cc3)C(=O)C)CCC(=O)N)c2cc1)C. The result is 1 (active). (2) The compound is Clc1ccc(C(OCC(O)CN2CCN(CC2)c2ncccc2)c2ccc(Cl)cc2)cc1. The result is 0 (inactive).